From a dataset of Catalyst prediction with 721,799 reactions and 888 catalyst types from USPTO. Predict which catalyst facilitates the given reaction. (1) Reactant: C(OC([N:8]1[CH2:13][CH2:12][CH2:11][CH:10]([NH:14][C@H:15]([C:20]([O:22][CH:23]2[CH2:27][CH2:26][CH2:25][CH2:24]2)=[O:21])[CH2:16][CH:17]([CH3:19])[CH3:18])[CH2:9]1)=O)(C)(C)C.[ClH:28]. Product: [ClH:28].[ClH:28].[NH:8]1[CH2:13][CH2:12][CH2:11][CH:10]([NH:14][C@H:15]([C:20]([O:22][CH:23]2[CH2:24][CH2:25][CH2:26][CH2:27]2)=[O:21])[CH2:16][CH:17]([CH3:19])[CH3:18])[CH2:9]1. The catalyst class is: 269. (2) Reactant: [CH2:1]([O:3][C:4]1[CH:13]=[C:12]([O:14][CH:15]2[CH2:32][CH:31]3[CH:17]([C:18](=[O:38])[N:19]([CH3:37])[CH2:20][CH2:21][CH2:22][CH2:23][CH:24]=[CH:25][CH:26]4[C:28]([C:34](O)=[O:35])([NH:29][C:30]3=[O:33])[CH2:27]4)[CH2:16]2)[C:11]2[C:6](=[C:7]([CH3:41])[C:8]([O:39][CH3:40])=[CH:9][CH:10]=2)[N:5]=1)[CH3:2].C1N=CN(C(N2C=NC=C2)=O)C=1.[CH:54]1([S:57]([NH2:60])(=[O:59])=[O:58])[CH2:56][CH2:55]1.C1CCN2C(=NCCC2)CC1. Product: [CH2:1]([O:3][C:4]1[CH:13]=[C:12]([O:14][CH:15]2[CH2:32][CH:31]3[CH:17]([C:18](=[O:38])[N:19]([CH3:37])[CH2:20][CH2:21][CH2:22][CH2:23][CH:24]=[CH:25][CH:26]4[C:28]([C:34]([NH:60][S:57]([CH:54]5[CH2:56][CH2:55]5)(=[O:59])=[O:58])=[O:35])([NH:29][C:30]3=[O:33])[CH2:27]4)[CH2:16]2)[C:11]2[C:6](=[C:7]([CH3:41])[C:8]([O:39][CH3:40])=[CH:9][CH:10]=2)[N:5]=1)[CH3:2]. The catalyst class is: 1. (3) Reactant: [CH3:1][O:2][C:3]([C:5]1[CH:22]=[CH:21][C:8]2[NH:9][C:10]([C:12]3[N:13]([CH3:20])[CH:14]=[C:15]([N+:17]([O-])=O)[N:16]=3)=[N:11][C:7]=2[CH:6]=1)=[O:4].[CH3:23][C:24]([O:27][C:28]([NH:30][C:31]1[CH:35]=[C:34]([C:36](ON2N=NC3C2=CC=CC=3)=[O:37])[N:33]([CH3:48])[CH:32]=1)=[O:29])([CH3:26])[CH3:25].CCN(C(C)C)C(C)C. Product: [CH3:1][O:2][C:3]([C:5]1[CH:22]=[CH:21][C:8]2[NH:9][C:10]([C:12]3[N:13]([CH3:20])[CH:14]=[C:15]([NH:17][C:36]([C:34]4[N:33]([CH3:48])[CH:32]=[C:31]([NH:30][C:28]([O:27][C:24]([CH3:25])([CH3:23])[CH3:26])=[O:29])[CH:35]=4)=[O:37])[N:16]=3)=[N:11][C:7]=2[CH:6]=1)=[O:4]. The catalyst class is: 394. (4) Reactant: O.[F-].C([N+](C)(C)C)C1C=CC=CC=1.[CH2:14]([C:18]1([NH:47][CH3:48])[CH2:23][CH2:22][CH:21]([CH2:24][O:25][CH2:26][C:27]2[C:35]3[C:30](=[CH:31][CH:32]=[C:33]([C:36]([F:39])([F:38])[F:37])[CH:34]=3)[NH:29][C:28]=2[Si](CC)(CC)CC)[CH2:20][CH2:19]1)[CH2:15][CH2:16][CH3:17]. Product: [CH2:14]([C:18]1([NH:47][CH3:48])[CH2:23][CH2:22][CH:21]([CH2:24][O:25][CH2:26][C:27]2[C:35]3[C:30](=[CH:31][CH:32]=[C:33]([C:36]([F:38])([F:39])[F:37])[CH:34]=3)[NH:29][CH:28]=2)[CH2:20][CH2:19]1)[CH2:15][CH2:16][CH3:17]. The catalyst class is: 7. (5) Reactant: Cl[C:2]1[C:3]2[C:10]([C:11]3[CH:16]=[CH:15][C:14]([O:17][CH3:18])=[CH:13][CH:12]=3)=[C:9]([C:19]3[CH:24]=[CH:23][CH:22]=[CH:21][CH:20]=3)[O:8][C:4]=2[N:5]=[CH:6][N:7]=1.[CH3:25][O:26][C:27](=[O:37])[CH2:28][CH2:29][C:30]1[CH:35]=[CH:34][C:33]([OH:36])=[CH:32][CH:31]=1.C(=O)([O-])[O-].[Cs+].[Cs+]. Product: [CH3:25][O:26][C:27](=[O:37])[CH2:28][CH2:29][C:30]1[CH:35]=[CH:34][C:33]([O:36][C:2]2[C:3]3[C:10]([C:11]4[CH:16]=[CH:15][C:14]([O:17][CH3:18])=[CH:13][CH:12]=4)=[C:9]([C:19]4[CH:24]=[CH:23][CH:22]=[CH:21][CH:20]=4)[O:8][C:4]=3[N:5]=[CH:6][N:7]=2)=[CH:32][CH:31]=1. The catalyst class is: 6. (6) The catalyst class is: 3. Product: [NH2:15][C:10]1[S:11][C@@H:12]2[C@H:14]([C@:8]([C:6]3[CH:7]=[C:2]([NH:1][C:27](=[O:28])[C:24]4[C:23]([CH3:30])=[CH:22][C:21]([C:19]#[N:20])=[CH:26][N:25]=4)[CH:3]=[CH:4][C:5]=3[F:18])([CH2:16][F:17])[N:9]=1)[CH2:13]2. Reactant: [NH2:1][C:2]1[CH:3]=[CH:4][C:5]([F:18])=[C:6]([C@:8]2([CH2:16][F:17])[C@H:14]3[C@H:12]([CH2:13]3)[S:11][C:10]([NH2:15])=[N:9]2)[CH:7]=1.[C:19]([C:21]1[CH:22]=[C:23]([CH3:30])[C:24]([C:27](O)=[O:28])=[N:25][CH:26]=1)#[N:20].CCCP(=O)=O.